This data is from Catalyst prediction with 721,799 reactions and 888 catalyst types from USPTO. The task is: Predict which catalyst facilitates the given reaction. (1) Reactant: [CH:1]1([C:4](=[O:28])[C:5](=[CH:24][N:25](C)C)[C:6]([C:8]2[CH:13]=[CH:12][C:11]([C:14]([F:17])([F:16])[F:15])=[C:10]([NH:18][CH3:19])[C:9]=2[S:20]([CH3:23])(=[O:22])=[O:21])=[O:7])[CH2:3][CH2:2]1.[Cl-].O[NH3+].C([O-])(=O)C.[Na+]. Product: [CH:1]1([C:4]2[O:28][N:25]=[CH:24][C:5]=2[C:6](=[O:7])[C:8]2[CH:13]=[CH:12][C:11]([C:14]([F:17])([F:16])[F:15])=[C:10]([NH:18][CH3:19])[C:9]=2[S:20]([CH3:23])(=[O:22])=[O:21])[CH2:3][CH2:2]1. The catalyst class is: 8. (2) Reactant: [ClH:1].[F:2][C:3]1[CH:12]=[C:11]2[C:6]([C:7]([O:22][CH2:23][CH2:24][CH2:25][N:26]3[CH2:31][CH2:30][CH2:29][CH2:28][CH2:27]3)=[C:8]([C:14]3[CH:19]=[CH:18][CH:17]=[C:16]([O:20]C)[CH:15]=3)[NH:9][C:10]2=[O:13])=[CH:5][CH:4]=1.B(Br)(Br)Br. Product: [ClH:1].[F:2][C:3]1[CH:12]=[C:11]2[C:6]([C:7]([O:22][CH2:23][CH2:24][CH2:25][N:26]3[CH2:27][CH2:28][CH2:29][CH2:30][CH2:31]3)=[C:8]([C:14]3[CH:19]=[CH:18][CH:17]=[C:16]([OH:20])[CH:15]=3)[NH:9][C:10]2=[O:13])=[CH:5][CH:4]=1. The catalyst class is: 4. (3) Reactant: [F:1][C:2]([F:21])([F:20])[CH:3]1[C:12]2[C:7](=[CH:8][CH:9]=[CH:10][CH:11]=2)[N:6]([CH:13]([CH3:19])[C:14]([O:16]CC)=[O:15])[CH2:5][CH2:4]1.[OH-].[Na+].C(=O)(O)[O-].[Na+]. Product: [F:21][C:2]([F:1])([F:20])[CH:3]1[C:12]2[C:7](=[CH:8][CH:9]=[CH:10][CH:11]=2)[N:6]([CH:13]([CH3:19])[C:14]([OH:16])=[O:15])[CH2:5][CH2:4]1. The catalyst class is: 5. (4) Reactant: [CH3:1][O:2][C:3]1[CH:4]=[C:5]2[C:9](=[CH:10][CH:11]=1)[C:8](=[O:12])[NH:7][CH2:6]2.[N+:13]([O-])([O-:15])=[O:14].[K+]. Product: [CH3:1][O:2][C:3]1[CH:4]=[C:5]2[C:9](=[CH:10][C:11]=1[N+:13]([O-:15])=[O:14])[C:8](=[O:12])[NH:7][CH2:6]2. The catalyst class is: 65.